Dataset: Rat liver microsome stability data. Task: Regression/Classification. Given a drug SMILES string, predict its absorption, distribution, metabolism, or excretion properties. Task type varies by dataset: regression for continuous measurements (e.g., permeability, clearance, half-life) or binary classification for categorical outcomes (e.g., BBB penetration, CYP inhibition). Dataset: rlm. (1) The molecule is CC(C)[C@@H](NC(=O)c1ccc(-c2ccc(CSc3nc(O)c4c(n3)CCC4)c(F)c2)o1)C(=O)NC1CNC1. The result is 1 (stable in rat liver microsomes). (2) The compound is Cc1cc(O)nnc1-c1ccc(OCCCN2CCC[C@H]2C)cc1. The result is 0 (unstable in rat liver microsomes). (3) The molecule is N#CC1(c2ccccc2)CCN(c2c(C(=O)N3CCN(C(=O)C4CC4)CC3)cnc3ccc(Cl)cc23)CC1. The result is 1 (stable in rat liver microsomes). (4) The compound is O=C(c1ccc2c(c1)ncn2-c1cccc(C(F)(F)F)c1)N1CCCCC1. The result is 1 (stable in rat liver microsomes). (5) The drug is COc1ccc(O)c2c(=O)c3c(OC)cc4c(c3oc12)C1C=COC1O4. The result is 1 (stable in rat liver microsomes). (6) The compound is Cn1cnc(-c2nccc3c(O)nc(OCCCC(F)(F)F)nc23)c1. The result is 1 (stable in rat liver microsomes). (7) The drug is [2H]C([2H])([2H])C([2H])(c1ccccc1-c1ncc(C)c(NCc2ccc(-n3ccnn3)cc2)n1)C([2H])([2H])[2H]. The result is 1 (stable in rat liver microsomes).